From a dataset of Forward reaction prediction with 1.9M reactions from USPTO patents (1976-2016). Predict the product of the given reaction. (1) The product is: [C:1]([C:5]([C:8]([O:11][CH2:12][C:13]([C:16]([O-:18])=[O:17])([F:15])[F:14])([F:9])[F:10])([F:7])[F:6])([F:4])([F:3])[F:2].[NH4+:19]. Given the reactants [C:1]([C:5]([C:8]([O:11][CH2:12][C:13]([C:16]([OH:18])=[O:17])([F:15])[F:14])([F:10])[F:9])([F:7])[F:6])([F:4])([F:3])[F:2].[NH3:19].[OH-].[Na+], predict the reaction product. (2) Given the reactants C([N-]C(C)C)(C)C.[Li+].[CH3:9][C:10]1[CH:11]=[C:12]([NH:21][C:22]2[N:27]=[C:26]([C:28]([F:31])([F:30])[F:29])[CH:25]=[CH:24][N:23]=2)[CH:13]=[C:14]([C:16]2[S:20][CH:19]=[N:18][CH:17]=2)[CH:15]=1.CN([CH:35]=[O:36])C, predict the reaction product. The product is: [CH3:9][C:10]1[CH:15]=[C:14]([C:16]2[S:20][C:19]([CH:35]=[O:36])=[N:18][CH:17]=2)[CH:13]=[C:12]([NH:21][C:22]2[N:27]=[C:26]([C:28]([F:29])([F:31])[F:30])[CH:25]=[CH:24][N:23]=2)[CH:11]=1. (3) Given the reactants [F:1][C:2]1[CH:8]=[C:7]([O:9][C:10]2[C:11]3[N:18]([CH3:19])[CH:17]=[CH:16][C:12]=3[N:13]=[CH:14][N:15]=2)[CH:6]=[CH:5][C:3]=1[NH2:4].C(N(CC)CC)C.Cl[C:28](Cl)([O:30]C(=O)OC(Cl)(Cl)Cl)Cl.[CH2:39]([O:46][C:47]1[CH:53]=[CH:52][C:50]([NH2:51])=[CH:49][C:48]=1[C:54]([F:57])([F:56])[F:55])[C:40]1[CH:45]=[CH:44][CH:43]=[CH:42][CH:41]=1, predict the reaction product. The product is: [CH2:39]([O:46][C:47]1[CH:53]=[CH:52][C:50]([NH:51][C:28]([NH:4][C:3]2[CH:5]=[CH:6][C:7]([O:9][C:10]3[C:11]4[N:18]([CH3:19])[CH:17]=[CH:16][C:12]=4[N:13]=[CH:14][N:15]=3)=[CH:8][C:2]=2[F:1])=[O:30])=[CH:49][C:48]=1[C:54]([F:55])([F:56])[F:57])[C:40]1[CH:41]=[CH:42][CH:43]=[CH:44][CH:45]=1.